Regression. Given a peptide amino acid sequence and an MHC pseudo amino acid sequence, predict their binding affinity value. This is MHC class I binding data. From a dataset of Peptide-MHC class I binding affinity with 185,985 pairs from IEDB/IMGT. The peptide sequence is RTFGKLPYR. The MHC is HLA-B57:01 with pseudo-sequence HLA-B57:01. The binding affinity (normalized) is 0.0847.